Dataset: Full USPTO retrosynthesis dataset with 1.9M reactions from patents (1976-2016). Task: Predict the reactants needed to synthesize the given product. (1) The reactants are: [NH2:1][C:2]1[CH:7]=[CH:6][C:5]([C:8]([F:11])([F:10])[F:9])=[CH:4][C:3]=1[NH:12][CH:13]1[CH2:18][CH2:17][N:16]([C@H:19]2[CH2:23][CH2:22][N:21]([C:24]([O:26][CH2:27][CH3:28])=[O:25])[CH2:20]2)[CH2:15][CH2:14]1.C(N(CC)CC)C.Cl[C:37](Cl)([O:39]C(=O)OC(Cl)(Cl)Cl)Cl.O. Given the product [F:9][C:8]([F:10])([F:11])[C:5]1[CH:6]=[CH:7][C:2]2[NH:1][C:37](=[O:39])[N:12]([CH:13]3[CH2:18][CH2:17][N:16]([C@H:19]4[CH2:23][CH2:22][N:21]([C:24]([O:26][CH2:27][CH3:28])=[O:25])[CH2:20]4)[CH2:15][CH2:14]3)[C:3]=2[CH:4]=1, predict the reactants needed to synthesize it. (2) Given the product [CH:16]1[C:15]2[CH:14]([CH2:13][O:12][C:10]([N:8]3[C@H:7]([CH3:27])[CH2:6][CH2:5][C@@H:4]([C:1]4[S:3][CH:36]=[C:29]([C:30]([O:32][CH2:33][CH3:34])=[O:31])[N:2]=4)[CH2:9]3)=[O:11])[C:26]3[C:21](=[CH:22][CH:23]=[CH:24][CH:25]=3)[C:20]=2[CH:19]=[CH:18][CH:17]=1, predict the reactants needed to synthesize it. The reactants are: [C:1]([C@H:4]1[CH2:9][N:8]([C:10]([O:12][CH2:13][CH:14]2[C:26]3[CH:25]=[CH:24][CH:23]=[CH:22][C:21]=3[C:20]3[C:15]2=[CH:16][CH:17]=[CH:18][CH:19]=3)=[O:11])[C@H:7]([CH3:27])[CH2:6][CH2:5]1)(=[S:3])[NH2:2].Br[C:29](=O)[C:30]([O:32][CH2:33][CH3:34])=[O:31].[CH2:36]1COCC1. (3) Given the product [C:1]1([CH2:7][S:8]([CH2:10][C:11]2[S:15][C:14]([NH:16][C:17]([C:19]3[CH:20]=[CH:21][C:22]([C@H:25]4[CH2:30][CH2:29][C@H:28]([CH2:31][C:32]([OH:34])=[O:33])[CH2:27][CH2:26]4)=[CH:23][CH:24]=3)=[O:18])=[N:13][N:12]=2)=[O:9])[CH:6]=[CH:5][CH:4]=[CH:3][CH:2]=1, predict the reactants needed to synthesize it. The reactants are: [C:1]1([CH2:7][S:8]([CH2:10][C:11]2[S:15][C:14]([NH:16][C:17]([C:19]3[CH:24]=[CH:23][C:22]([C@H:25]4[CH2:30][CH2:29][C@H:28]([CH2:31][C:32]([O:34]C(C)(C)C)=[O:33])[CH2:27][CH2:26]4)=[CH:21][CH:20]=3)=[O:18])=[N:13][N:12]=2)=[O:9])[CH:6]=[CH:5][CH:4]=[CH:3][CH:2]=1.C(O)(C(F)(F)F)=O. (4) Given the product [Cl:17][C:14]1[CH:15]=[CH:16][C:11]([N:10]2[C:8](=[O:9])[C:3]3[N:4]=[CH:5][N:6]([CH3:7])[C:2]=3[N:1]=[C:23]2[CH2:22][C:21]([CH3:27])([CH3:26])[CH2:20][C:19]([F:29])([F:28])[F:18])=[CH:12][CH:13]=1, predict the reactants needed to synthesize it. The reactants are: [NH2:1][C:2]1[N:6]([CH3:7])[CH:5]=[N:4][C:3]=1[C:8]([NH:10][C:11]1[CH:16]=[CH:15][C:14]([Cl:17])=[CH:13][CH:12]=1)=[O:9].[F:18][C:19]([F:29])([F:28])[CH2:20][C:21]([CH3:27])([CH3:26])[CH2:22][C:23](O)=O. (5) The reactants are: [CH2:1]([O:3][C:4](=[O:18])[CH2:5][C:6]1[CH:11]=[CH:10][C:9](I)=[C:8]([O:13][CH2:14][CH:15]2[CH2:17][CH2:16]2)[CH:7]=1)[CH3:2].[F:19][C:20]([F:31])([F:30])[C:21]1[CH:26]=[CH:25][C:24](B(O)O)=[CH:23][CH:22]=1.[F-].[Cs+].CCOC(C)=O. Given the product [CH2:1]([O:3][C:4](=[O:18])[CH2:5][C:6]1[CH:11]=[CH:10][C:9]([C:24]2[CH:25]=[CH:26][C:21]([C:20]([F:31])([F:30])[F:19])=[CH:22][CH:23]=2)=[C:8]([O:13][CH2:14][CH:15]2[CH2:17][CH2:16]2)[CH:7]=1)[CH3:2], predict the reactants needed to synthesize it. (6) Given the product [CH2:1]([O:3][C:4]([C:6]1[O:10][C:9]([C:11]2[CH:16]=[CH:15][C:14]([C:17]([F:19])([F:20])[F:18])=[CH:13][CH:12]=2)=[N:8][C:7]=1[CH2:21][Br:63])=[O:5])[CH3:2], predict the reactants needed to synthesize it. The reactants are: [CH2:1]([O:3][C:4]([C:6]1[O:10][C:9]([C:11]2[CH:16]=[CH:15][C:14]([C:17]([F:20])([F:19])[F:18])=[CH:13][CH:12]=2)=[N:8][C:7]=1[CH3:21])=[O:5])[CH3:2].ClCC1OC(CCC2C=CC(C(F)(F)F)=CC=2)=NC=1C.FC(F)(F)C1C=CC(C(N)=O)=CC=1.ClC(C(C)=O)C([O-])=O.[Br:63]N1C(=O)CCC1=O.N(C(C)(C)C#N)=NC(C)(C)C#N.